From a dataset of Catalyst prediction with 721,799 reactions and 888 catalyst types from USPTO. Predict which catalyst facilitates the given reaction. (1) Reactant: Br[C:2]1[C:3](=[O:10])[N:4]([CH2:8][CH3:9])[CH:5]=[CH:6][N:7]=1.[Cl:11][C:12]1[CH:17]=[CH:16][C:15](B(O)O)=[CH:14][CH:13]=1.C(=O)([O-])[O-].[Na+].[Na+].O. Product: [Cl:11][C:12]1[CH:17]=[CH:16][C:15]([C:2]2[C:3](=[O:10])[N:4]([CH2:8][CH3:9])[CH:5]=[CH:6][N:7]=2)=[CH:14][CH:13]=1. The catalyst class is: 11. (2) Reactant: [Cl:1][C:2]1[CH:7]=[CH:6][C:5]([N:8]2[CH2:13][CH2:12][NH:11][CH2:10][CH2:9]2)=[CH:4][CH:3]=1.CCN(CC)CC.[Cl:21][CH2:22][C:23](Cl)=[O:24].C(Cl)Cl. Product: [Cl:21][CH2:22][C:23]([N:11]1[CH2:12][CH2:13][N:8]([C:5]2[CH:4]=[CH:3][C:2]([Cl:1])=[CH:7][CH:6]=2)[CH2:9][CH2:10]1)=[O:24]. The catalyst class is: 195.